From a dataset of Forward reaction prediction with 1.9M reactions from USPTO patents (1976-2016). Predict the product of the given reaction. Given the reactants [C:1]([C:5]1[CH:13]=[C:12]([Br:14])[C:11]([CH3:15])=[C:7]([C:8]([OH:10])=O)[C:6]=1[OH:16])([CH3:4])([CH3:3])[CH3:2].[Cl:17][C:18]1[CH:24]=[C:23]([Cl:25])[CH:22]=[C:21]([C:26]([F:29])([F:28])[F:27])[C:19]=1[NH2:20], predict the reaction product. The product is: [Br:14][C:12]1[C:11]([CH3:15])=[C:7]([C:6]([OH:16])=[C:5]([C:1]([CH3:2])([CH3:3])[CH3:4])[CH:13]=1)[C:8]([NH:20][C:19]1[C:21]([C:26]([F:27])([F:28])[F:29])=[CH:22][C:23]([Cl:25])=[CH:24][C:18]=1[Cl:17])=[O:10].